This data is from Forward reaction prediction with 1.9M reactions from USPTO patents (1976-2016). The task is: Predict the product of the given reaction. (1) Given the reactants [NH2:1][C@@H:2]1[CH2:6][CH2:5][NH:4][CH2:3]1.Br[C:8]1[S:9][C:10]([C:14]([O:16][CH2:17][CH3:18])=[O:15])=[C:11]([CH3:13])[N:12]=1.C(N(C(C)C)CC)(C)C, predict the reaction product. The product is: [NH2:1][C@@H:2]1[CH2:6][CH2:5][N:4]([C:8]2[S:9][C:10]([C:14]([O:16][CH2:17][CH3:18])=[O:15])=[C:11]([CH3:13])[N:12]=2)[CH2:3]1. (2) Given the reactants [Br:1][C:2]1[CH:7]=[CH:6][C:5]([CH2:8][C:9]2[C:10]([OH:17])=[N:11][NH:12][C:13]=2[CH:14]([CH3:16])[CH3:15])=[C:4]([CH3:18])[CH:3]=1.[C:19]([O:22][C@@H:23]1[C@@H:28]([O:29][C:30](=[O:32])[CH3:31])[C@H:27]([O:33][C:34](=[O:36])[CH3:35])[C@@H:26]([CH2:37][O:38][C:39](=[O:41])[CH3:40])[O:25][C@@H:24]1Br)(=[O:21])[CH3:20].C(=O)([O-])[O-].[K+].[K+].ClCCl, predict the reaction product. The product is: [C:19]([O:22][C@@H:23]1[C@@H:28]([O:29][C:30](=[O:32])[CH3:31])[C@H:27]([O:33][C:34](=[O:36])[CH3:35])[C@@H:26]([CH2:37][O:38][C:39](=[O:41])[CH3:40])[O:25][C@H:24]1[O:17][C:10]1[C:9]([CH2:8][C:5]2[CH:6]=[CH:7][C:2]([Br:1])=[CH:3][C:4]=2[CH3:18])=[C:13]([CH:14]([CH3:15])[CH3:16])[NH:12][N:11]=1)(=[O:21])[CH3:20].